This data is from Full USPTO retrosynthesis dataset with 1.9M reactions from patents (1976-2016). The task is: Predict the reactants needed to synthesize the given product. (1) Given the product [Br:1][C:2]1[CH:10]=[CH:9][CH:8]=[C:7]([F:11])[C:3]=1[C:4]([O:6][CH3:12])=[O:5], predict the reactants needed to synthesize it. The reactants are: [Br:1][C:2]1[CH:10]=[CH:9][CH:8]=[C:7]([F:11])[C:3]=1[C:4]([OH:6])=[O:5].[C:12](=O)([O-])[O-].[K+].[K+].CI. (2) Given the product [C:1]([CH2:3][CH2:4][CH2:5][CH2:6][CH2:7][B:8]([OH:14])[OH:9])([OH:22])=[O:19], predict the reactants needed to synthesize it. The reactants are: [C:1]([CH2:3][CH2:4][CH2:5][CH2:6][CH2:7][B:8]([O:14]CCCC)[O:9]CCCC)#N.[OH-:19].[K+].S(=O)(=O)(O)[OH:22]. (3) Given the product [CH3:24][C:20]([C:17]1[CH:16]=[CH:15][C:14]([C:12]2[O:9][N:8]=[C:2]([C:3]([O:5][CH2:6][CH3:7])=[O:4])[CH:13]=2)=[CH:19][CH:18]=1)([C:25]1[CH:30]=[CH:29][C:28]([O:31][CH2:32][C:33]2[CH:38]=[CH:37][CH:36]=[CH:35][N:34]=2)=[CH:27][N:26]=1)[CH:21]([CH3:23])[CH3:22], predict the reactants needed to synthesize it. The reactants are: Cl[C:2](=[N:8][OH:9])[C:3]([O:5][CH2:6][CH3:7])=[O:4].CO[C:12]([C:14]1[CH:19]=[CH:18][C:17]([C:20]([C:25]2[CH:30]=[CH:29][C:28]([O:31][CH2:32][C:33]3[CH:38]=[CH:37][CH:36]=[CH:35][N:34]=3)=[CH:27][N:26]=2)([CH3:24])[CH:21]([CH3:23])[CH3:22])=[CH:16][CH:15]=1)=[CH2:13].C(N(CC)CC)C.C(O)(C(F)(F)F)=O. (4) The reactants are: Cl.[Cl:2][C:3]1[CH:22]=[CH:21][C:6]2[N:7]([CH2:17][CH2:18][CH2:19][NH2:20])[C:8]3[CH:15]=[CH:14][C:13]([Cl:16])=[CH:12][C:9]=3[CH2:10][CH2:11][C:5]=2[CH:4]=1.C(N(CC)CC)C.[Cl:30][C:31]1[CH:36]=[CH:35][C:34]([S:37](Cl)(=[O:39])=[O:38])=[CH:33][CH:32]=1. Given the product [Cl:30][C:31]1[CH:36]=[CH:35][C:34]([S:37]([NH:20][CH2:19][CH2:18][CH2:17][N:7]2[C:8]3[CH:15]=[CH:14][C:13]([Cl:16])=[CH:12][C:9]=3[CH2:10][CH2:11][C:5]3[CH:4]=[C:3]([Cl:2])[CH:22]=[CH:21][C:6]2=3)(=[O:39])=[O:38])=[CH:33][CH:32]=1, predict the reactants needed to synthesize it.